The task is: Predict which catalyst facilitates the given reaction.. This data is from Catalyst prediction with 721,799 reactions and 888 catalyst types from USPTO. (1) Reactant: C(NC(C)C)(C)C.C([Li])CCC.[Cl:13][C:14]1[C:19]([Cl:20])=[CH:18][CH:17]=[CH:16][C:15]=1[CH2:21][C:22]([OH:24])=[O:23].Br[CH2:26][CH2:27][CH2:28][Cl:29]. Product: [Cl:29][CH2:28][CH2:27][CH2:26][CH:21]([C:15]1[CH:16]=[CH:17][CH:18]=[C:19]([Cl:20])[C:14]=1[Cl:13])[C:22]([OH:24])=[O:23]. The catalyst class is: 20. (2) Reactant: S(O)(O)(=O)=O.[CH3:6][S:7][C:8](=[NH:10])[NH2:9].CN([CH:14]=[C:15]1[C:20](=O)[CH2:19][CH2:18][N:17]([C:22]([O:24][C:25]([CH3:28])([CH3:27])[CH3:26])=[O:23])[CH2:16]1)C.[OH-].[Na+]. Product: [CH3:6][S:7][C:8]1[N:9]=[CH:14][C:15]2[CH2:16][N:17]([C:22]([O:24][C:25]([CH3:28])([CH3:27])[CH3:26])=[O:23])[CH2:18][CH2:19][C:20]=2[N:10]=1. The catalyst class is: 6. (3) Reactant: [CH3:1][C:2]1[N:7]=[C:6]([C:8]2[C:16](C(O)=O)=[C:11]3[CH:12]=[CH:13][CH:14]=[CH:15][N:10]3[N:9]=2)[CH:5]=[CH:4][CH:3]=1.C(=O)(O)[O-].[Na+].[Br:25]N1C(=O)CCC1=O. Product: [Br:25][C:16]1[C:8]([C:6]2[CH:5]=[CH:4][CH:3]=[C:2]([CH3:1])[N:7]=2)=[N:9][N:10]2[CH:15]=[CH:14][CH:13]=[CH:12][C:11]=12. The catalyst class is: 18. (4) Reactant: [Br:1][C:2]1[CH:7]=[C:6]([NH2:8])[CH:5]=[C:4]([Br:9])[N:3]=1.N1C=CC=CC=1.[C:16](OC(=O)C)(=[O:18])[CH3:17].CO. Product: [Br:1][C:2]1[CH:7]=[C:6]([NH:8][C:16](=[O:18])[CH3:17])[CH:5]=[C:4]([Br:9])[N:3]=1. The catalyst class is: 251. (5) Reactant: [S:1]1[C:5]2[CH:6]=[CH:7][CH:8]=[CH:9][C:4]=2[C:3]([CH2:10]O)=[CH:2]1.P(Br)(Br)[Br:13]. Product: [Br:13][CH2:10][C:3]1[C:4]2[CH:9]=[CH:8][CH:7]=[CH:6][C:5]=2[S:1][CH:2]=1. The catalyst class is: 28. (6) The catalyst class is: 26. Product: [CH2:18]([NH:25][S:14]([C:11]([F:13])([F:12])[C:8]([S:7][C:1]1[CH:6]=[CH:5][CH:4]=[CH:3][CH:2]=1)([F:10])[F:9])(=[O:16])=[O:15])[C:19]1[CH:24]=[CH:23][CH:22]=[CH:21][CH:20]=1. Reactant: [C:1]1([S:7][C:8]([C:11]([S:14](F)(=[O:16])=[O:15])([F:13])[F:12])([F:10])[F:9])[CH:6]=[CH:5][CH:4]=[CH:3][CH:2]=1.[CH2:18]([NH2:25])[C:19]1[CH:24]=[CH:23][CH:22]=[CH:21][CH:20]=1.Cl. (7) Reactant: [Br:1][C:2]1[CH:7]=[CH:6][CH:5]=[C:4]([CH2:8][CH:9]([C:20]([OH:22])=O)[NH:10][C:11]([C:13]2[CH:18]=[CH:17][C:16]([CH3:19])=[CH:15][CH:14]=2)=[O:12])[CH:3]=1.[C:23](OC(=O)C)(=O)C.O. Product: [C:20]([CH:9]([NH:10][C:11]([C:13]1[CH:14]=[CH:15][C:16]([CH3:19])=[CH:17][CH:18]=1)=[O:12])[CH2:8][C:4]1[CH:5]=[CH:6][CH:7]=[C:2]([Br:1])[CH:3]=1)(=[O:22])[CH3:23]. The catalyst class is: 17. (8) Reactant: [Si]([O:8][C@@H:9]1[C:13]2([CH2:15][CH2:14]2)[C:12](=[O:16])[N:11]([C:17]2[CH:24]=[CH:23][C:20]([C:21]#[N:22])=[C:19]([C:25]([F:28])([F:27])[F:26])[CH:18]=2)[C@H:10]1[CH3:29])(C(C)(C)C)(C)C.CO.Cl.C(=O)([O-])O.[Na+]. Product: [OH:8][C@@H:9]1[C:13]2([CH2:15][CH2:14]2)[C:12](=[O:16])[N:11]([C:17]2[CH:24]=[CH:23][C:20]([C:21]#[N:22])=[C:19]([C:25]([F:28])([F:26])[F:27])[CH:18]=2)[C@H:10]1[CH3:29]. The catalyst class is: 7. (9) Reactant: [CH2:1]([NH:3][C:4]([N:6]1[CH2:13][CH:12]2[CH2:14][CH:8]([CH2:9][NH:10][CH2:11]2)[CH2:7]1)=[O:5])[CH3:2].[C:15]([C:17]1[CH:34]=[CH:33][C:20]([O:21][CH2:22][CH:23]2[CH2:25][N:24]2[C:26]([O:28][C:29]([CH3:32])([CH3:31])[CH3:30])=[O:27])=[CH:19][CH:18]=1)#[N:16]. Product: [C:15]([C:17]1[CH:18]=[CH:19][C:20]([O:21][CH2:22][CH:23]([NH:24][C:26](=[O:27])[O:28][C:29]([CH3:30])([CH3:31])[CH3:32])[CH2:25][N:10]2[CH2:11][CH:12]3[CH2:14][CH:8]([CH2:7][N:6]([C:4]([NH:3][CH2:1][CH3:2])=[O:5])[CH2:13]3)[CH2:9]2)=[CH:33][CH:34]=1)#[N:16]. The catalyst class is: 32.